Dataset: Peptide-MHC class I binding affinity with 185,985 pairs from IEDB/IMGT. Task: Regression. Given a peptide amino acid sequence and an MHC pseudo amino acid sequence, predict their binding affinity value. This is MHC class I binding data. The peptide sequence is KYFFTVSNI. The MHC is H-2-Dd with pseudo-sequence H-2-Dd. The binding affinity (normalized) is 0.118.